This data is from Buchwald-Hartwig C-N cross coupling reaction yields with 55,370 reactions. The task is: Predict the reaction yield, written as a fraction of the theoretical maximum amount of product (1.0 means a 100% yield; for example, 0.34 means a 34% yield). (1) The reactants are CCc1ccc(Cl)cc1.Cc1ccc(N)cc1.O=S(=O)(O[Pd]1c2ccccc2-c2ccccc2N~1)C(F)(F)F.COc1ccc(OC)c(P(C(C)(C)C)C(C)(C)C)c1-c1c(C(C)C)cc(C(C)C)cc1C(C)C.CN(C)C(=NC(C)(C)C)N(C)C.c1ccc(-c2ccon2)cc1. No catalyst specified. The product is CCc1ccc(Nc2ccc(C)cc2)cc1. The yield is 0.0246. (2) The reactants are FC(F)(F)c1ccc(I)cc1.Cc1ccc(N)cc1.O=S(=O)(O[Pd]1c2ccccc2-c2ccccc2N~1)C(F)(F)F.CC(C)c1cc(C(C)C)c(-c2ccccc2P(C(C)(C)C)C(C)(C)C)c(C(C)C)c1.CCN=P(N=P(N(C)C)(N(C)C)N(C)C)(N(C)C)N(C)C.Cc1cc(C)on1. No catalyst specified. The product is Cc1ccc(Nc2ccc(C(F)(F)F)cc2)cc1. The yield is 0.395. (3) The reactants are Ic1ccccn1.Cc1ccc(N)cc1.O=S(=O)(O[Pd]1c2ccccc2-c2ccccc2N~1)C(F)(F)F.CC(C)c1cc(C(C)C)c(-c2ccccc2P(C2CCCCC2)C2CCCCC2)c(C(C)C)c1.CN(C)C(=NC(C)(C)C)N(C)C.Cc1cc(-c2ccccc2)on1. No catalyst specified. The product is Cc1ccc(Nc2ccccn2)cc1. The yield is 0.422. (4) The reactants are FC(F)(F)c1ccc(I)cc1.Cc1ccc(N)cc1.O=S(=O)(O[Pd]1c2ccccc2-c2ccccc2N~1)C(F)(F)F.COc1ccc(OC)c(P([C@]23C[C@H]4C[C@H](C[C@H](C4)C2)C3)[C@]23C[C@H]4C[C@H](C[C@H](C4)C2)C3)c1-c1c(C(C)C)cc(C(C)C)cc1C(C)C.CN1CCCN2CCCN=C12.c1ccc(CN(Cc2ccccc2)c2ccon2)cc1. No catalyst specified. The product is Cc1ccc(Nc2ccc(C(F)(F)F)cc2)cc1. The yield is 0.447. (5) The reactants are FC(F)(F)c1ccc(I)cc1.Cc1ccc(N)cc1.O=S(=O)(O[Pd]1c2ccccc2-c2ccccc2N~1)C(F)(F)F.CC(C)c1cc(C(C)C)c(-c2ccccc2P(C(C)(C)C)C(C)(C)C)c(C(C)C)c1.CCN=P(N=P(N(C)C)(N(C)C)N(C)C)(N(C)C)N(C)C.c1ccc(-c2ccno2)cc1. No catalyst specified. The product is Cc1ccc(Nc2ccc(C(F)(F)F)cc2)cc1. The yield is 0.168. (6) The reactants are Ic1ccccn1.Cc1ccc(N)cc1.O=S(=O)(O[Pd]1c2ccccc2-c2ccccc2N~1)C(F)(F)F.CC(C)c1cc(C(C)C)c(-c2ccccc2P(C2CCCCC2)C2CCCCC2)c(C(C)C)c1.CN(C)C(=NC(C)(C)C)N(C)C.Cc1cc(-n2cccc2)no1. No catalyst specified. The product is Cc1ccc(Nc2ccccn2)cc1. The yield is 0.448. (7) The reactants are Brc1cccnc1.Cc1ccc(N)cc1.O=S(=O)(O[Pd]1c2ccccc2-c2ccccc2N~1)C(F)(F)F.COc1ccc(OC)c(P(C(C)(C)C)C(C)(C)C)c1-c1c(C(C)C)cc(C(C)C)cc1C(C)C.CN1CCCN2CCCN=C12.CCOC(=O)c1cc(OC)no1. No catalyst specified. The product is Cc1ccc(Nc2cccnc2)cc1. The yield is 0.727.